This data is from Forward reaction prediction with 1.9M reactions from USPTO patents (1976-2016). The task is: Predict the product of the given reaction. (1) Given the reactants [NH2:1][C:2]1[CH:7]=[C:6]([Cl:8])[CH:5]=[CH:4][C:3]=1[NH:9][C:10](=[O:18])[C:11]1[CH:16]=[CH:15][C:14](Cl)=[N:13][CH:12]=1.[CH2:19]([NH2:22])[CH2:20][NH2:21], predict the reaction product. The product is: [NH2:1][C:2]1[CH:7]=[C:6]([Cl:8])[CH:5]=[CH:4][C:3]=1[NH:9][C:10](=[O:18])[C:11]1[CH:16]=[CH:15][C:14]([NH:21][CH2:20][CH2:19][NH2:22])=[N:13][CH:12]=1. (2) The product is: [NH2:12][C:3]1[C:2]([Cl:1])=[CH:11][C:6]2[N:7]=[C:8]([CH3:10])[O:9][C:5]=2[CH:4]=1. Given the reactants [Cl:1][C:2]1[C:3]([N+:12]([O-])=O)=[CH:4][C:5]2[O:9][C:8]([CH3:10])=[N:7][C:6]=2[CH:11]=1, predict the reaction product.